From a dataset of Reaction yield outcomes from USPTO patents with 853,638 reactions. Predict the reaction yield, written as a fraction of the theoretical maximum amount of product (1.0 means a 100% yield; for example, 0.34 means a 34% yield). The reactants are [Br:1][C:2]1[CH:7]=[CH:6][C:5]([NH:8][C:9]2[C:10]([C:19]([NH:21][NH2:22])=[O:20])=[CH:11][C:12]3[NH:16][CH:15]=[N:14][C:13]=3[C:17]=2[F:18])=[C:4]([CH3:23])[CH:3]=1.[N:24]#[C:25]Br.C([O-])(O)=O.[Na+]. The catalyst is O1CCOCC1.C(Cl)Cl.O.[Cl-].[Na+].O. The product is [NH2:24][C:25]1[O:20][C:19]([C:10]2[C:9]([NH:8][C:5]3[CH:6]=[CH:7][C:2]([Br:1])=[CH:3][C:4]=3[CH3:23])=[C:17]([F:18])[C:13]3[N:14]=[CH:15][NH:16][C:12]=3[CH:11]=2)=[N:21][N:22]=1. The yield is 0.550.